This data is from Catalyst prediction with 721,799 reactions and 888 catalyst types from USPTO. The task is: Predict which catalyst facilitates the given reaction. (1) Reactant: [C:1](N1C=CN=C1)([N:3]1[CH:7]=[CH:6][N:5]=[CH:4]1)=[S:2].[CH3:13][C:14]1[CH:15]=[C:16]([N:21]2[CH2:26][CH2:25][NH:24][CH2:23][CH2:22]2)[CH:17]=[C:18]([CH3:20])[CH:19]=1.C1CCN2C(=NCCC2)CC1.C(OCC)(=O)C. Product: [N:3]1([C:1]([N:24]2[CH2:23][CH2:22][N:21]([C:16]3[CH:15]=[C:14]([CH3:13])[CH:19]=[C:18]([CH3:20])[CH:17]=3)[CH2:26][CH2:25]2)=[S:2])[CH:7]=[CH:6][N:5]=[CH:4]1. The catalyst class is: 134. (2) Reactant: [CH3:1][CH:2]([OH:6])[CH2:3][CH2:4][CH3:5].[S:7](Cl)([C:10]1[CH:16]=[CH:15][C:13]([CH3:14])=[CH:12][CH:11]=1)(=[O:9])=[O:8].CCN(CC)CC. Product: [S:7]([C:10]1[CH:16]=[CH:15][C:13]([CH3:14])=[CH:12][CH:11]=1)([O:6][CH:2]([CH2:3][CH2:4][CH3:5])[CH3:1])(=[O:9])=[O:8]. The catalyst class is: 142. (3) Reactant: P(Cl)(Cl)(Cl)=O.[CH2:6]([O:8][C:9]([C:11]1[C:15]([CH3:16])=[CH:14][S:13][C:12]=1[NH:17][C:18](=[O:31])[C:19]1[CH:24]=[CH:23][CH:22]=[C:21]([CH2:25][N:26]([CH2:29][CH3:30])[CH2:27][CH3:28])[CH:20]=1)=[O:10])[CH3:7].[C:32](=O)([O-])[OH:33].[Na+]. Product: [CH2:6]([O:8][C:9]([C:11]1[C:15]([CH3:16])=[C:14]([CH:32]=[O:33])[S:13][C:12]=1[NH:17][C:18](=[O:31])[C:19]1[CH:24]=[CH:23][CH:22]=[C:21]([CH2:25][N:26]([CH2:29][CH3:30])[CH2:27][CH3:28])[CH:20]=1)=[O:10])[CH3:7]. The catalyst class is: 9.